This data is from Full USPTO retrosynthesis dataset with 1.9M reactions from patents (1976-2016). The task is: Predict the reactants needed to synthesize the given product. (1) Given the product [Cl:1][C:2]1[C:28]([F:29])=[CH:27][CH:26]=[C:25]([F:30])[C:3]=1[CH2:4][N:5]1[C:10](=[O:11])[CH2:9][NH:8][C:7]2[N:12]=[CH:13][C:14]([C:16]3[CH:17]=[CH:18][C:19]([C:20]([N:35]4[CH2:36][CH2:37][N:32]([CH3:31])[CH2:33][CH2:34]4)=[O:22])=[CH:23][CH:24]=3)=[CH:15][C:6]1=2, predict the reactants needed to synthesize it. The reactants are: [Cl:1][C:2]1[C:28]([F:29])=[CH:27][CH:26]=[C:25]([F:30])[C:3]=1[CH2:4][N:5]1[C:10](=[O:11])[CH2:9][NH:8][C:7]2[N:12]=[CH:13][C:14]([C:16]3[CH:24]=[CH:23][C:19]([C:20]([OH:22])=O)=[CH:18][CH:17]=3)=[CH:15][C:6]1=2.[CH3:31][N:32]1[CH2:37][CH2:36][NH:35][CH2:34][CH2:33]1. (2) Given the product [N+:16]([C:5]1[C:6]([NH:8][CH2:9][C:10]2[CH:15]=[CH:14][CH:13]=[CH:12][N:11]=2)=[CH:7][C:2]([C:20]([CH3:24])=[CH2:19])=[N:3][CH:4]=1)([O-:18])=[O:17], predict the reactants needed to synthesize it. The reactants are: Cl[C:2]1[CH:7]=[C:6]([NH:8][CH2:9][C:10]2[CH:15]=[CH:14][CH:13]=[CH:12][N:11]=2)[C:5]([N+:16]([O-:18])=[O:17])=[CH:4][N:3]=1.[CH3:19][C:20]1(C)[C:24](C)(C)OB(C(C)=C)O1.C(=O)([O-])[O-].[Cs+].[Cs+].O. (3) Given the product [F:11][C:12]1[CH:17]=[C:16]2[C:15](=[CH:14][CH:13]=1)[NH:18][C:2]([CH2:3][CH2:4][C:5]([O:7][CH3:25])=[O:6])=[C:8]2[CH3:9], predict the reactants needed to synthesize it. The reactants are: O=[C:2]([CH2:8][CH3:9])[CH2:3][CH2:4][C:5]([OH:7])=[O:6].Cl.[F:11][C:12]1[CH:17]=[CH:16][C:15]([NH:18]N)=[CH:14][CH:13]=1.S(=O)(=O)(O)O.[CH3:25]O. (4) The reactants are: [K:1].[CH3:2][C:3]1[CH:4]=[N:5][C:6]([CH2:12][S+:13]([O-:25])[C:14]2[NH:15][C:16]3[CH:17]=[CH:18][C:19]([O:23][CH3:24])=[CH:20][C:21]=3[N:22]=2)=[C:7]([CH3:11])[C:8]=1[O:9][CH3:10].C(Cl)Cl.C(O)(=O)C. Given the product [K:1].[CH3:24][O:23][C:19]1[CH:18]=[CH:17][C:16]2[NH:15][C:14]([S@:13]([CH2:12][C:6]3[C:7]([CH3:11])=[C:8]([O:9][CH3:10])[C:3]([CH3:2])=[CH:4][N:5]=3)=[O:25])=[N:22][C:21]=2[CH:20]=1.[CH3:2][C:3]1[CH:4]=[N:5][C:6]([CH2:12][S+:13]([O-:25])[C:14]2[NH:15][C:16]3[CH:17]=[CH:18][C:19]([O:23][CH3:24])=[CH:20][C:21]=3[N:22]=2)=[C:7]([CH3:11])[C:8]=1[O:9][CH3:10], predict the reactants needed to synthesize it.